From a dataset of M1 muscarinic receptor agonist screen with 61,833 compounds. Binary Classification. Given a drug SMILES string, predict its activity (active/inactive) in a high-throughput screening assay against a specified biological target. (1) The compound is O=C1N(C(c2c1[nH][nH]\c2=C1\C(=O)C=CC=C1)c1ccc(cc1)C)Cc1ccncc1. The result is 0 (inactive). (2) The molecule is N1(CCc2c(C1)cccc2)c1nc2c(n3c1nnc3)cccc2. The result is 0 (inactive). (3) The result is 0 (inactive). The molecule is S(c1n(c2c(OC)cccc2)c(nn1)c1occc1)CC(=O)NC. (4) The drug is S(CC(=O)NC(CC(C)C)C(OC)=O)c1[nH]c(c2ccccc2)c(c(=O)n1)C#N. The result is 0 (inactive). (5) The compound is OCCNc1n(c2c(n1)cccc2)c1ccccc1. The result is 0 (inactive).